Dataset: Forward reaction prediction with 1.9M reactions from USPTO patents (1976-2016). Task: Predict the product of the given reaction. (1) The product is: [OH:31][C:23]1([OH:29])[C:22](=[O:33])[C:21]2[C:25](=[CH:26][CH:27]=[C:19]([C:15]3[CH:16]=[CH:17][CH:18]=[C:13]([C:8]4[CH:9]=[C:10]5[C:5](=[CH:6][CH:7]=4)[C:4](=[O:34])[C:3]([OH:2])([OH:35])[C:11]5=[O:12])[CH:14]=3)[CH:20]=2)[C:24]1=[O:28]. Given the reactants C[O:2][C:3]1([O:35]C)[C:11](=[O:12])[C:10]2[C:5](=[CH:6][CH:7]=[C:8]([C:13]3[CH:18]=[CH:17][CH:16]=[C:15]([C:19]4[CH:20]=[C:21]5[C:25](=[CH:26][CH:27]=4)[C:24](=[O:28])[C:23]([O:31]C)([O:29]C)[C:22]5=[O:33])[CH:14]=3)[CH:9]=2)[C:4]1=[O:34].C(O)(=O)C.Br, predict the reaction product. (2) Given the reactants [NH2:1][C:2]1[N:7]=[C:6](Br)[CH:5]=[CH:4][C:3]=1[N+:9]([O-])=O.[F:12][C:13]1[CH:18]=[CH:17][CH:16]=[CH:15][C:14]=1B(O)O.C(=O)([O-])[O-].[Na+].[Na+], predict the reaction product. The product is: [NH2:1][C:2]1[C:3]([NH2:9])=[CH:4][CH:5]=[C:6]([C:14]2[CH:15]=[CH:16][CH:17]=[CH:18][C:13]=2[F:12])[N:7]=1.